Dataset: Forward reaction prediction with 1.9M reactions from USPTO patents (1976-2016). Task: Predict the product of the given reaction. Given the reactants [N:1]1[CH:6]=[CH:5][CH:4]=[C:3]2[CH2:7][CH2:8][CH2:9][CH2:10][C:11](=O)[C:2]=12.[CH3:13][NH2:14], predict the reaction product. The product is: [CH3:13][NH:14][CH:11]1[C:2]2=[N:1][CH:6]=[CH:5][CH:4]=[C:3]2[CH2:7][CH2:8][CH2:9][CH2:10]1.